Task: Predict the product of the given reaction.. Dataset: Forward reaction prediction with 1.9M reactions from USPTO patents (1976-2016) (1) Given the reactants [CH:1]#[C:2][CH2:3][CH2:4][CH2:5][CH2:6][CH2:7][CH3:8].S(=O)(=O)(O)[OH:10], predict the reaction product. The product is: [CH3:1][C:2](=[O:10])[CH2:3][CH2:4][CH2:5][CH2:6][CH2:7][CH3:8]. (2) Given the reactants [CH3:1][S:2]([C:5]1[C:14]([CH2:15]O)=[CH:13][C:12]2[C:7](=[CH:8][CH:9]=[C:10]([CH3:17])[CH:11]=2)[N:6]=1)(=[O:4])=[O:3].O=S(Cl)[Cl:20], predict the reaction product. The product is: [Cl:20][CH2:15][C:14]1[C:5]([S:2]([CH3:1])(=[O:4])=[O:3])=[N:6][C:7]2[C:12]([CH:13]=1)=[CH:11][C:10]([CH3:17])=[CH:9][CH:8]=2. (3) Given the reactants [O:1]1[CH:5]=[CH:4][CH:3]=[C:2]1[C:6]1[O:7][C:8]([CH3:13])=[C:9]([CH2:11][OH:12])[N:10]=1.Cl[C:15]1[N:20]=[CH:19][C:18]([C:21]#[N:22])=[CH:17][CH:16]=1.CN(C)C=O.[H-].[Na+], predict the reaction product. The product is: [O:1]1[CH:5]=[CH:4][CH:3]=[C:2]1[C:6]1[O:7][C:8]([CH3:13])=[C:9]([CH2:11][O:12][C:15]2[CH:16]=[CH:17][C:18]([C:21]#[N:22])=[CH:19][N:20]=2)[N:10]=1. (4) The product is: [OH:34][CH2:33][CH2:35][NH:36][C:4]([C:6]1[C:7]2[S:15][CH:14]=[C:13]([CH2:16][O:17][C:18]3[CH:23]=[C:22]([O:24][CH2:25][C:26]4[CH:27]=[CH:28][CH:29]=[CH:30][CH:31]=4)[CH:21]=[CH:20][C:19]=3[CH3:32])[C:8]=2[C:9]([NH2:12])=[N:10][CH:11]=1)=[O:5]. Given the reactants C(O[C:4]([C:6]1[C:7]2[S:15][CH:14]=[C:13]([CH2:16][O:17][C:18]3[CH:23]=[C:22]([O:24][CH2:25][C:26]4[CH:31]=[CH:30][CH:29]=[CH:28][CH:27]=4)[CH:21]=[CH:20][C:19]=3[CH3:32])[C:8]=2[C:9]([NH2:12])=[N:10][CH:11]=1)=[O:5])C.[CH2:33]([CH2:35][NH2:36])[OH:34], predict the reaction product. (5) Given the reactants [C:1]([C:5]1[CH:9]=[C:8]([CH2:10][NH:11][C:12]([NH:14][C:15]2[CH:20]=[CH:19][C:18]([CH2:21][O:22][Si](C(C)(C)C)(C)C)=[CH:17][N:16]=2)=[O:13])[N:7]([C:30]2[CH:35]=[CH:34][CH:33]=[C:32]([Cl:36])[CH:31]=2)[N:6]=1)([CH3:4])([CH3:3])[CH3:2].[F-].C([N+](CCCC)(CCCC)CCCC)CCC, predict the reaction product. The product is: [C:1]([C:5]1[CH:9]=[C:8]([CH2:10][NH:11][C:12]([NH:14][C:15]2[CH:20]=[CH:19][C:18]([CH2:21][OH:22])=[CH:17][N:16]=2)=[O:13])[N:7]([C:30]2[CH:35]=[CH:34][CH:33]=[C:32]([Cl:36])[CH:31]=2)[N:6]=1)([CH3:4])([CH3:2])[CH3:3]. (6) Given the reactants [N+:1]([C:4]1[CH:5]=[C:6]([C:10]2[CH2:14][CH:13]([CH2:15][CH2:16][CH:17]=O)[O:12][N:11]=2)[CH:7]=[CH:8][CH:9]=1)([O-:3])=[O:2].[F:19][C:20]1[CH:25]=[CH:24][CH:23]=[CH:22][C:21]=1[N:26]1[CH2:31][CH2:30][NH:29][CH2:28][CH2:27]1.[BH-](OC(C)=O)(OC(C)=O)OC(C)=O.[Na+], predict the reaction product. The product is: [F:19][C:20]1[CH:25]=[CH:24][CH:23]=[CH:22][C:21]=1[N:26]1[CH2:31][CH2:30][N:29]([CH2:17][CH2:16][CH2:15][CH:13]2[O:12][N:11]=[C:10]([C:6]3[CH:7]=[CH:8][CH:9]=[C:4]([N+:1]([O-:3])=[O:2])[CH:5]=3)[CH2:14]2)[CH2:28][CH2:27]1. (7) Given the reactants Br[C:2]1[CH:11]=[C:10]2[C:5]([CH:6]=[C:7]([CH3:30])[C:8]([CH:19]([O:25][C:26]([CH3:29])([CH3:28])[CH3:27])[C:20]([O:22][CH2:23][CH3:24])=[O:21])=[C:9]2[C:12]2[CH:17]=[CH:16][C:15]([Cl:18])=[CH:14][CH:13]=2)=[CH:4][CH:3]=1.COC1C=CC(COC(C2C(C)=C([Br:56])C3C(=CC=CC=3)C=2O)C(OCC)=O)=CC=1, predict the reaction product. The product is: [Br:56][C:6]1[C:5]2[C:10](=[CH:11][CH:2]=[CH:3][CH:4]=2)[C:9]([C:12]2[CH:17]=[CH:16][C:15]([Cl:18])=[CH:14][CH:13]=2)=[C:8]([CH:19]([O:25][C:26]([CH3:29])([CH3:28])[CH3:27])[C:20]([O:22][CH2:23][CH3:24])=[O:21])[C:7]=1[CH3:30]. (8) Given the reactants [Cl:1][C:2]1[CH:3]=[CH:4][C:5]([C:28]([F:31])([F:30])[F:29])=[C:6]([CH:27]=1)[CH2:7][N:8]1[CH2:13][CH2:12][NH:11][C:10]2[N:14]=[CH:15][C:16]([C:18]3[CH:19]=[C:20]([CH:24]=[CH:25][CH:26]=3)[C:21](O)=[O:22])=[CH:17][C:9]1=2.[CH3:32][C:33]1[CH:42]=[C:41]([N:43]2[CH2:48][CH2:47][NH:46][CH2:45][CH2:44]2)[C:40]2[C:35](=[CH:36][CH:37]=[CH:38][CH:39]=2)[N:34]=1, predict the reaction product. The product is: [Cl:1][C:2]1[CH:3]=[CH:4][C:5]([C:28]([F:30])([F:29])[F:31])=[C:6]([CH:27]=1)[CH2:7][N:8]1[CH2:13][CH2:12][NH:11][C:10]2[N:14]=[CH:15][C:16]([C:18]3[CH:19]=[C:20]([C:21]([N:46]4[CH2:47][CH2:48][N:43]([C:41]5[C:40]6[C:35](=[CH:36][CH:37]=[CH:38][CH:39]=6)[N:34]=[C:33]([CH3:32])[CH:42]=5)[CH2:44][CH2:45]4)=[O:22])[CH:24]=[CH:25][CH:26]=3)=[CH:17][C:9]1=2. (9) Given the reactants [CH3:1][O:2][C:3]1[CH:35]=[C:34]([O:36][CH3:37])[CH:33]=[CH:32][C:4]=1[CH2:5][N:6]1[CH2:14][C:13]2[C:12]([F:15])=[C:11]([NH:16][C@H:17]([CH2:21][CH:22]([CH3:24])[CH3:23])[C:18](O)=[O:19])[N:10]=[C:9]([C:25]3[CH:26]=[N:27][N:28]([CH3:30])[CH:29]=3)[C:8]=2[C:7]1=[O:31].Cl.CN.C[CH2:42][N:43](C(C)C)C(C)C.CN(C(ON1N=NC2C=CC=NC1=2)=[N+](C)C)C.F[P-](F)(F)(F)(F)F.CN.CCN=C=NCCCN(C)C.Cl.C1C=C2N=NN(O)C2=CC=1.O, predict the reaction product. The product is: [CH3:1][O:2][C:3]1[CH:35]=[C:34]([O:36][CH3:37])[CH:33]=[CH:32][C:4]=1[CH2:5][N:6]1[CH2:14][C:13]2[C:12]([F:15])=[C:11]([NH:16][C@H:17]([CH2:21][CH:22]([CH3:23])[CH3:24])[C:18]([NH:43][CH3:42])=[O:19])[N:10]=[C:9]([C:25]3[CH:26]=[N:27][N:28]([CH3:30])[CH:29]=3)[C:8]=2[C:7]1=[O:31].